From a dataset of Peptide-MHC class I binding affinity with 185,985 pairs from IEDB/IMGT. Regression. Given a peptide amino acid sequence and an MHC pseudo amino acid sequence, predict their binding affinity value. This is MHC class I binding data. (1) The MHC is Mamu-B03 with pseudo-sequence Mamu-B03. The binding affinity (normalized) is 0. The peptide sequence is GDKQRGGK. (2) The peptide sequence is GRGGNYPVQQI. The MHC is HLA-B27:05 with pseudo-sequence HLA-B27:05. The binding affinity (normalized) is 0.212. (3) The MHC is HLA-A29:02 with pseudo-sequence HLA-A29:02. The peptide sequence is FHHRIRCKL. The binding affinity (normalized) is 0.0847.